This data is from Catalyst prediction with 721,799 reactions and 888 catalyst types from USPTO. The task is: Predict which catalyst facilitates the given reaction. (1) Reactant: [CH3:1][C:2]([S@@:5](/[N:7]=[CH:8]/[C:9]1[CH:14]=[CH:13][C:12]([O:15][C:16]([F:19])([F:18])[F:17])=[CH:11][CH:10]=1)=[O:6])([CH3:4])[CH3:3].[CH2:20]([Mg]Cl)[CH3:21].[Cl-].[NH4+].CCOC(C)=O. Product: [CH3:4][C:2]([S@@:5]([NH:7][C@H:8]([C:9]1[CH:14]=[CH:13][C:12]([O:15][C:16]([F:17])([F:18])[F:19])=[CH:11][CH:10]=1)[CH2:20][CH3:21])=[O:6])([CH3:1])[CH3:3]. The catalyst class is: 1. (2) Reactant: [C:1]([C:5]1[CH:10]=[CH:9][C:8]([S:11]([N:14]([C:16]2[CH:20]=[CH:19][S:18][C:17]=2[C:21]([O:23]C)=[O:22])[CH3:15])(=[O:13])=[O:12])=[CH:7][CH:6]=1)([CH3:4])([CH3:3])[CH3:2].[OH-].[Na+]. Product: [C:1]([C:5]1[CH:10]=[CH:9][C:8]([S:11]([N:14]([C:16]2[CH:20]=[CH:19][S:18][C:17]=2[C:21]([OH:23])=[O:22])[CH3:15])(=[O:12])=[O:13])=[CH:7][CH:6]=1)([CH3:4])([CH3:2])[CH3:3]. The catalyst class is: 38. (3) Reactant: [CH3:1][O:2][C:3](=[O:13])[CH:4]([C:6]1[CH:11]=[CH:10][C:9]([OH:12])=[CH:8][CH:7]=1)[CH3:5].[Cl:14]N1C(=O)CCC1=O.O. Product: [CH3:1][O:2][C:3](=[O:13])[CH:4]([C:6]1[CH:11]=[CH:10][C:9]([OH:12])=[C:8]([Cl:14])[CH:7]=1)[CH3:5]. The catalyst class is: 9. (4) Reactant: [Cl:1][CH2:2][C@@H:3]([OH:27])[CH2:4][O:5][C:6]1[CH:11]=[CH:10][C:9]([C:12]([C:15]2[CH:26]=[CH:25][C:18]([O:19][CH2:20][C@H:21]([OH:24])[CH2:22][OH:23])=[CH:17][CH:16]=2)([CH3:14])[CH3:13])=[CH:8][CH:7]=1.C(O[C:32](=[O:34])[CH3:33])(=O)C. Product: [C:4]([O:23][CH2:22][C@@H:21]([O:24][C:32](=[O:34])[CH3:33])[CH2:20][O:19][C:18]1[CH:17]=[CH:16][C:15]([C:12]([C:9]2[CH:8]=[CH:7][C:6]([O:5][CH2:4][C@H:3]([O:27][C:18](=[O:19])[CH3:17])[CH2:2][Cl:1])=[CH:11][CH:10]=2)([CH3:14])[CH3:13])=[CH:26][CH:25]=1)(=[O:5])[CH3:3]. The catalyst class is: 383.